Dataset: Peptide-MHC class II binding affinity with 134,281 pairs from IEDB. Task: Regression. Given a peptide amino acid sequence and an MHC pseudo amino acid sequence, predict their binding affinity value. This is MHC class II binding data. (1) The MHC is DRB1_0901 with pseudo-sequence DRB1_0901. The peptide sequence is FKIMLKALSHLSLGL. The binding affinity (normalized) is 0.977. (2) The peptide sequence is RRMWASAQNISGAGW. The MHC is DRB1_0901 with pseudo-sequence DRB1_0901. The binding affinity (normalized) is 0.590. (3) The peptide sequence is DSVTPMILKAQKGGNL. The MHC is HLA-DQA10501-DQB10301 with pseudo-sequence HLA-DQA10501-DQB10301. The binding affinity (normalized) is 0.183. (4) The peptide sequence is TKFKYLAGDYLSLAD. The binding affinity (normalized) is 0.790. The MHC is HLA-DPA10103-DPB10401 with pseudo-sequence HLA-DPA10103-DPB10401.